Predict which catalyst facilitates the given reaction. From a dataset of Catalyst prediction with 721,799 reactions and 888 catalyst types from USPTO. Reactant: Cl.N(CCO)(CCO)CCO.[O-]S([O-])(=O)=O.[Mg+2].[CH3:18][O:19][C:20](=[O:50])[C:21]1[CH:26]=[CH:25][CH:24]=[CH:23][C:22]=1[CH2:27][CH2:28][C:29]([C:31]1[CH:36]=[CH:35][CH:34]=[C:33]([CH:37]=[CH:38][C:39]2[CH:48]=[CH:47][C:46]3[C:41](=[CH:42][C:43]([Cl:49])=[CH:44][CH:45]=3)[N:40]=2)[CH:32]=1)=[O:30].CC(O)C. Product: [CH3:18][O:19][C:20](=[O:50])[C:21]1[CH:26]=[CH:25][CH:24]=[CH:23][C:22]=1[CH2:27][CH2:28][C@@H:29]([C:31]1[CH:36]=[CH:35][CH:34]=[C:33]([CH:37]=[CH:38][C:39]2[CH:48]=[CH:47][C:46]3[C:41](=[CH:42][C:43]([Cl:49])=[CH:44][CH:45]=3)[N:40]=2)[CH:32]=1)[OH:30]. The catalyst class is: 11.